From a dataset of Drug-target binding data from BindingDB using Ki measurements. Regression. Given a target protein amino acid sequence and a drug SMILES string, predict the binding affinity score between them. We predict pKi (pKi = -log10(Ki in M); higher means stronger inhibition). Dataset: bindingdb_ki. (1) The compound is CC[C@H](C)[C@H](NC(=O)[C@H](Cc1ccc(O)cc1)NC(=O)[C@H](Cc1cnc[nH]1)NC(=O)[C@H](CCCNC(=N)N)NC(=O)[C@H](CC(C)C)NC(=O)[C@H](C)NC(=O)[C@H](CO)NC(=O)[C@H](Cc1ccc(O)cc1)NC(=O)[C@H](Cc1ccc(O)cc1)NC(=O)[C@H](CCCNC(=N)N)NC(=O)[C@H](C)NC(=O)[C@H](CC(C)C)NC(=O)[C@H](CC(=O)O)NC(=O)[C@H](CCC(=O)O)NC(=O)[C@H](C)NC(=O)[C@@H]1CCCN1C(=O)[C@H](C)NC(=O)[C@H](CC(=O)O)NC(=O)[C@H](CCC(=O)O)NC(=O)CNC(=O)[C@@H]1CCCN1C(=O)[C@H](CC(N)=O)NC(=O)[C@H](CC(=O)O)NC(=O)[C@@H]1CCCN1C(=O)[C@@H](CCCCN)NC(=O)[C@H](CO)NC(=O)[C@@H]1CCCN1C(=O)[C@@H](N)Cc1ccc(O)cc1)C(=O)N[C@@H](CC(N)=O)C(=O)N[C@@H](CC(C)C)C(=O)N[C@H](C(=O)N[C@H](C(=O)N[C@@H](CCCNC(=N)N)C(=O)N[C@@H](CCC(N)=O)C(=O)N[C@@H](CCCNC(=N)N)C(=O)N[C@@H](Cc1ccc(O)cc1)C(N)=O)[C@@H](C)O)[C@@H](C)CC. The target protein (P49146) has sequence MGPIGAEADENQTVEEMKVEQYGPQTTPRGELVPDPEPELIDSTKLIEVQVVLILAYCSIILLGVIGNSLVIHVVIKFKSMRTVTNFFIANLAVADLLVNTLCLPFTLTYTLMGEWKMGPVLCHLVPYAQGLAVQVSTITLTVIALDRHRCIVYHLESKISKRISFLIIGLAWGISALLASPLAIFREYSLIEIIPDFEIVACTEKWPGEEKSIYGTVYSLSSLLILYVLPLGIISFSYTRIWSKLKNHVSPGAANDHYHQRRQKTTKMLVCVVVVFAVSWLPLHAFQLAVDIDSQVLDLKEYKLIFTVFHIIAMCSTFANPLLYGWMNSNYRKAFLSAFRCEQRLDAIHSEVSVTFKAKKNLEVRKNSGPNDSFTEATNV. The pKi is 8.4. (2) The compound is N=C(N)NN. The target protein (P19801) has sequence MPALGWAVAAILMLQTAMAEPSPGTLPRKAGVFSDLSNQELKAVHSFLWSKKELRLQPSSTTTMAKNTVFLIEMLLPKKYHVLRFLDKGERHPVREARAVIFFGDQEHPNVTEFAVGPLPGPCYMRALSPRPGYQSSWASRPISTAEYALLYHTLQEATKPLHQFFLNTTGFSFQDCHDRCLAFTDVAPRGVASGQRRSWLIIQRYVEGYFLHPTGLELLVDHGSTDAGHWAVEQVWYNGKFYGSPEELARKYADGEVDVVVLEDPLPGGKGHDSTEEPPLFSSHKPRGDFPSPIHVSGPRLVQPHGPRFRLEGNAVLYGGWSFAFRLRSSSGLQVLNVHFGGERIAYEVSVQEAVALYGGHTPAGMQTKYLDVGWGLGSVTHELAPGIDCPETATFLDTFHYYDADDPVHYPRALCLFEMPTGVPLRRHFNSNFKGGFNFYAGLKGQVLVLRTTSTVYNYDYIWDFIFYPNGVMEAKMHATGYVHATFYTPEGLRHGTR.... The pKi is 6.8. (3) The compound is Fc1ccc([C@@H]2CCNC[C@H]2COc2ccc3c(c2)OCO3)cc1. The target is MLLARMKPQVQPELGGADQ. The pKi is 7.2.